Dataset: Drug-target binding data from BindingDB using IC50 measurements. Task: Regression. Given a target protein amino acid sequence and a drug SMILES string, predict the binding affinity score between them. We predict pIC50 (pIC50 = -log10(IC50 in M); higher means more potent). Dataset: bindingdb_ic50. The compound is Cc1ncc([C@]2(O)CC[C@H](N3CC(NC(=O)CNc4ncnc5ccc(C(F)(F)F)cc45)C3)CC2)s1. The target protein (P41597) has sequence MLSTSRSRFIRNTNESGEEVTTFFDYDYGAPCHKFDVKQIGAQLLPPLYSLVFIFGFVGNMLVVLILINCKKLKCLTDIYLLNLAISDLLFLITLPLWAHSAANEWVFGNAMCKLFTGLYHIGYFGGIFFIILLTIDRYLAIVHAVFALKARTVTFGVVTSVITWLVAVFASVPGIIFTKCQKEDSVYVCGPYFPRGWNNFHTIMRNILGLVLPLLIMVICYSGILKTLLRCRNEKKRHRAVRVIFTIMIVYFLFWTPYNIVILLNTFQEFFGLSNCESTSQLDQATQVTETLGMTHCCINPIIYAFVGEKFRSLFHIALGCRIAPLQKPVCGGPGVRPGKNVKVTTQGLLDGRGKGKSIGRAPEASLQDKEGA. The pIC50 is 7.6.